Task: Predict the reaction yield, written as a fraction of the theoretical maximum amount of product (1.0 means a 100% yield; for example, 0.34 means a 34% yield).. Dataset: Reaction yield outcomes from USPTO patents with 853,638 reactions (1) The reactants are [NH2:1][C:2]1[CH:3]=[CH:4][C:5]([Cl:18])=[C:6]([CH:17]=1)[C:7]([NH:9][CH2:10][CH2:11][C:12]([O:14]CC)=[O:13])=[O:8].[C:19](N1C=CN=C1)(N1C=CN=C1)=[S:20].[N:31](=[C:33]([C:35]1[C:39]([OH:40])=[C:38]([C:41]2[CH:46]=[CH:45][C:44]([C:47]([F:50])([F:49])[F:48])=[CH:43][CH:42]=2)[N:37]([CH3:51])[N:36]=1)[CH3:34])[NH2:32].[OH-].[Na+]. The catalyst is C(O)C.O.CN(C)C=O. The product is [Cl:18][C:5]1[CH:4]=[CH:3][C:2]([NH:1][C:19]([NH:32][N:31]=[C:33]([C:35]2[C:39]([OH:40])=[C:38]([C:41]3[CH:42]=[CH:43][C:44]([C:47]([F:50])([F:49])[F:48])=[CH:45][CH:46]=3)[N:37]([CH3:51])[N:36]=2)[CH3:34])=[S:20])=[CH:17][C:6]=1[C:7]([NH:9][CH2:10][CH2:11][C:12]([OH:14])=[O:13])=[O:8]. The yield is 0.200. (2) The reactants are [Cl:1][C:2]1[C:7]([OH:8])=[N:6][C:5]2[N:9]([CH:12]([CH3:14])[CH3:13])[N:10]=[CH:11][C:4]=2[C:3]=1[C:15]([O:17][CH2:18][CH3:19])=[O:16].N1C=CC=CC=1.[S:26](O[S:26]([C:29]([F:32])([F:31])[F:30])(=[O:28])=[O:27])([C:29]([F:32])([F:31])[F:30])(=[O:28])=[O:27].O. The catalyst is C(Cl)Cl. The product is [Cl:1][C:2]1[C:7]([O:8][S:26]([C:29]([F:32])([F:31])[F:30])(=[O:28])=[O:27])=[N:6][C:5]2[N:9]([CH:12]([CH3:14])[CH3:13])[N:10]=[CH:11][C:4]=2[C:3]=1[C:15]([O:17][CH2:18][CH3:19])=[O:16]. The yield is 0.548. (3) The yield is 0.500. The product is [CH2:33]([O:35][C:36](=[O:37])[CH2:38][C:2]1[N:6]([CH3:7])[N:5]=[C:4]([C:8]2[CH:13]=[CH:12][CH:11]=[CH:10][N:9]=2)[C:3]=1[CH:14]([C:21]1[CH:30]=[CH:29][C:24]([C:25]([O:27][CH3:28])=[O:26])=[CH:23][C:22]=1[CH3:31])[CH2:15][CH2:16][C:17]([O:19][CH3:20])=[O:18])[CH3:34]. The catalyst is CN(C)C1C=CN=CC=1.C([Pd]Cl)C=C. The reactants are Cl[C:2]1[N:6]([CH3:7])[N:5]=[C:4]([C:8]2[CH:13]=[CH:12][CH:11]=[CH:10][N:9]=2)[C:3]=1[CH:14]([C:21]1[CH:30]=[CH:29][C:24]([C:25]([O:27][CH3:28])=[O:26])=[CH:23][C:22]=1[CH3:31])[CH2:15][CH2:16][C:17]([O:19][CH3:20])=[O:18].[K].[CH2:33]([O:35][C:36]([CH2:38]C([O-])=O)=[O:37])[CH3:34].C1(P(C2CCCCC2)C2C=CC=CC=2C2C(OC(C)C)=CC=CC=2OC(C)C)CCCCC1. (4) The reactants are C(Cl)Cl.[CH3:4][O:5][C:6]1[C@@:7]2([CH2:31][CH:32]=[C:33]([CH3:35])[CH3:34])[CH2:13][CH:11]3[O:12][C@@:8]2([O:29][CH3:30])[C@H:9]([C:21](=[O:28])[C:22]=1[CH2:23][CH:24]=[C:25]([CH3:27])[CH3:26])[C@:10]3([CH3:20])[CH2:14][CH2:15][CH:16]=[C:17]([CH3:19])[CH3:18].BrB(C)C.CCCCCC.CC[O:48]C(C)=O. No catalyst specified. The product is [OH:12][C@@H:11]1[C@@:10]([CH3:20])([CH2:14][CH2:15][CH:16]=[C:17]([CH3:18])[CH3:19])[C@@H:9]2[C@:8]([OH:48])([O:29][CH3:30])[C@@:7]([CH2:31][CH:32]=[C:33]([CH3:34])[CH3:35])([C:6]([O:5][CH3:4])=[C:22]([CH2:23][CH:24]=[C:25]([CH3:26])[CH3:27])[C:21]2=[O:28])[CH2:13]1. The yield is 0.880. (5) The reactants are [OH:1][C:2]([CH3:28])([CH3:27])[CH2:3][N:4]1[C:8]([CH3:9])=[C:7]([C:10]([O:12]CC2C=CC=CC=2)=[O:11])[C:6](=[O:20])[N:5]1[C:21]1[CH:26]=[CH:25][CH:24]=[CH:23][CH:22]=1.[H][H]. The catalyst is CO.[Pd]. The product is [OH:1][C:2]([CH3:28])([CH3:27])[CH2:3][N:4]1[C:8]([CH3:9])=[C:7]([C:10]([OH:12])=[O:11])[C:6](=[O:20])[N:5]1[C:21]1[CH:26]=[CH:25][CH:24]=[CH:23][CH:22]=1. The yield is 0.961.